This data is from Forward reaction prediction with 1.9M reactions from USPTO patents (1976-2016). The task is: Predict the product of the given reaction. Given the reactants [Cl:1][C:2]1[CH:3]=[C:4]([N:17]([C:28]2[CH:33]=[CH:32][C:31]([F:34])=[CH:30][C:29]=2[CH3:35])[C:18]([O:20][CH:21](OC(=O)CC)[CH3:22])=[O:19])[CH:5]=[CH:6][C:7]=1[C:8](=[O:16])[C:9]1[CH:14]=[CH:13][CH:12]=[CH:11][C:10]=1[CH3:15].ClC(OC(=O)N(C1C=CC(C(=O)C2C=CC=CC=2C)=C(Cl)C=1)C1C=CC(F)=CC=1C)C.[OH:67][C:68]1[CH:76]=[CH:75][CH:74]=[CH:73][C:69]=1[C:70]([O-:72])=[O:71].C([N+](CCCC)(CCCC)CCCC)CCC, predict the reaction product. The product is: [Cl:1][C:2]1[CH:3]=[C:4]([N:17]([C:28]2[CH:33]=[CH:32][C:31]([F:34])=[CH:30][C:29]=2[CH3:35])[C:18]([O:20][CH:21]([O:71][C:70](=[O:72])[C:69]2[CH:73]=[CH:74][CH:75]=[CH:76][C:68]=2[OH:67])[CH3:22])=[O:19])[CH:5]=[CH:6][C:7]=1[C:8](=[O:16])[C:9]1[CH:14]=[CH:13][CH:12]=[CH:11][C:10]=1[CH3:15].